From a dataset of Forward reaction prediction with 1.9M reactions from USPTO patents (1976-2016). Predict the product of the given reaction. (1) Given the reactants [O:1]1[CH2:6][CH2:5][CH:4]([C:7]([OH:9])=O)[CH2:3][CH2:2]1.C(Cl)(=O)C(Cl)=O.CN(C=O)C.[CH:21]1([CH2:24][NH:25][C:26]2[N:27]=[CH:28][C:29]([O:32][C:33]3[CH:34]=[C:35]([CH:45]=[C:46]([O:48][C@@H:49]([CH3:62])[CH2:50][O:51][Si](C(C)C)(C(C)C)C(C)C)[CH:47]=3)[C:36]([NH:38][C:39]3[CH:43]=[CH:42][N:41]([CH3:44])[N:40]=3)=[O:37])=[N:30][CH:31]=2)[CH2:23][CH2:22]1, predict the reaction product. The product is: [CH:21]1([CH2:24][N:25]([C:26]2[CH:31]=[N:30][C:29]([O:32][C:33]3[CH:34]=[C:35]([C:36](=[O:37])[NH:38][C:39]4[CH:43]=[CH:42][N:41]([CH3:44])[N:40]=4)[CH:45]=[C:46]([O:48][C@@H:49]([CH3:62])[CH2:50][OH:51])[CH:47]=3)=[CH:28][N:27]=2)[C:7]([CH:4]2[CH2:3][CH2:2][O:1][CH2:6][CH2:5]2)=[O:9])[CH2:23][CH2:22]1. (2) Given the reactants [NH2:1][CH:2]1[CH2:7][CH2:6][N:5]([C:8]([O:10][C:11]([CH3:14])([CH3:13])[CH3:12])=[O:9])[CH2:4][CH2:3]1.[O:15]=[C:16]1[C:20]2[CH:21]=[CH:22][C:23]([CH:25]=O)=[CH:24][C:19]=2[CH2:18][O:17]1.C([BH3-])#N.[Na+].C(O)(=O)C, predict the reaction product. The product is: [O:15]=[C:16]1[C:20]2[CH:21]=[CH:22][C:23]([CH2:25][NH:1][CH:2]3[CH2:3][CH2:4][N:5]([C:8]([O:10][C:11]([CH3:14])([CH3:13])[CH3:12])=[O:9])[CH2:6][CH2:7]3)=[CH:24][C:19]=2[CH2:18][O:17]1.